From a dataset of Forward reaction prediction with 1.9M reactions from USPTO patents (1976-2016). Predict the product of the given reaction. (1) Given the reactants [NH:1]1[CH2:4][CH:3]([NH:5][C:6](=[O:29])[CH2:7][NH:8][C:9]2[C:17]3[C:12](=[CH:13][CH:14]=[C:15]([C:18]([F:21])([F:20])[F:19])[CH:16]=3)[N:11]([CH2:22][C:23]3[CH:28]=[CH:27][CH:26]=[CH:25][CH:24]=3)[N:10]=2)[CH2:2]1.[CH2:30]([O:32][C:33]([CH:35]1[CH2:40][CH2:39][C:38](=O)[CH2:37][CH2:36]1)=[O:34])[CH3:31], predict the reaction product. The product is: [CH2:30]([O:32][C:33]([CH:35]1[CH2:40][CH2:39][CH:38]([N:1]2[CH2:2][CH:3]([NH:5][C:6](=[O:29])[CH2:7][NH:8][C:9]3[C:17]4[C:12](=[CH:13][CH:14]=[C:15]([C:18]([F:20])([F:19])[F:21])[CH:16]=4)[N:11]([CH2:22][C:23]4[CH:28]=[CH:27][CH:26]=[CH:25][CH:24]=4)[N:10]=3)[CH2:4]2)[CH2:37][CH2:36]1)=[O:34])[CH3:31]. (2) Given the reactants [CH:1]1[C:13]2[CH2:12][C:11]3[C:6](=[CH:7][CH:8]=[CH:9][CH:10]=3)[C:5]=2[CH:4]=[CH:3][CH:2]=1.CC(C)([O-])C.[K+].[C:20]([C:28]1[CH:33]=[CH:32][CH:31]=[CH:30][CH:29]=1)(=O)[C:21]1[CH:26]=[CH:25][CH:24]=[CH:23][CH:22]=1.[Cl-].[NH4+], predict the reaction product. The product is: [C:21]1([C:20]([C:28]2[CH:29]=[CH:30][CH:31]=[CH:32][CH:33]=2)=[C:12]2[C:11]3[CH:10]=[CH:9][CH:8]=[CH:7][C:6]=3[C:5]3[C:13]2=[CH:1][CH:2]=[CH:3][CH:4]=3)[CH:26]=[CH:25][CH:24]=[CH:23][CH:22]=1. (3) Given the reactants Cl.[S:2]1[CH:6]=[CH:5][CH:4]=[C:3]1[C:7](=[NH:9])[NH2:8].[Cl:10][C:11]([SH:14])(Cl)Cl.[OH-].[Na+], predict the reaction product. The product is: [Cl:10][C:11]1[S:14][N:8]=[C:7]([C:3]2[S:2][CH:6]=[CH:5][CH:4]=2)[N:9]=1.